From a dataset of Reaction yield outcomes from USPTO patents with 853,638 reactions. Predict the reaction yield, written as a fraction of the theoretical maximum amount of product (1.0 means a 100% yield; for example, 0.34 means a 34% yield). (1) The reactants are [C:9](O[C:9]([O:11][C:12]([CH3:15])([CH3:14])[CH3:13])=[O:10])([O:11][C:12]([CH3:15])([CH3:14])[CH3:13])=[O:10].[Br:16][C:17]1[CH:25]=[CH:24][C:20]([CH2:21][CH2:22][NH2:23])=[CH:19][CH:18]=1. The catalyst is CN(C)C1C=CN=CC=1.ClCCl. The product is [Br:16][C:17]1[CH:25]=[CH:24][C:20]([CH2:21][CH2:22][NH:23][C:9](=[O:10])[O:11][C:12]([CH3:13])([CH3:14])[CH3:15])=[CH:19][CH:18]=1. The yield is 0.220. (2) The reactants are [Cl:1][C:2]1[CH:7]=[CH:6][C:5]([C:8]2[S:9][CH:10]=[CH:11][C:12]=2[CH2:13][C:14]([O:16]CC)=[O:15])=[CH:4][CH:3]=1.[OH-].[Na+]. The catalyst is C(O)C. The product is [Cl:1][C:2]1[CH:7]=[CH:6][C:5]([C:8]2[S:9][CH:10]=[CH:11][C:12]=2[CH2:13][C:14]([OH:16])=[O:15])=[CH:4][CH:3]=1. The yield is 0.880. (3) The reactants are C[C:2]1[C:14]2[C:13]3[CH:12]=[CH:11][CH:10]=[CH:9][C:8]=3[N:7]=[C:6](O)[C:5]=2[NH:4][CH:3]=1.[C:16]([O-:19])([O-])=O.[Cs+].[Cs+].[CH2:22](Br)[CH:23]=C.[CH2:26]1COCC1. The catalyst is CN1C(=O)CCC1. The product is [CH2:10]([CH:9]1[CH:16]([OH:19])[C:5]23[N:4]=[CH:3][CH:2]=[C:14]2[CH:13]=[CH:12][CH:11]=[C:6]3[N:7]([CH3:26])[CH2:8]1)[CH:22]=[CH2:23]. The yield is 0.540. (4) The reactants are [OH:1][C@@H:2]1[C@H:7]2[C@H:8]3[C@H:18]([CH2:19][CH2:20][C@:5]2([CH3:6])[C:4](=O)[CH2:3]1)[C@:16]1([CH3:17])[C:11](=[CH:12][C:13](=[O:21])[CH2:14][CH2:15]1)[CH2:10][CH2:9]3.[C:23](OC(=O)C)(=[O:25])[CH3:24].[OH2:30]. The catalyst is O1CCCC1.CN(C)C1C=CN=CC=1. The product is [C:23]([O:1][C@@H:2]1[C@H:7]2[C@H:8]3[C@H:18]([CH2:19][CH2:20][C@:5]2([CH3:6])[CH2:4][CH2:3]1)[C@:16]1([CH3:17])[C:11](=[CH:12][C:13](=[O:21])[CH2:14][CH2:15]1)[CH2:10][C:9]3=[O:30])(=[O:25])[CH3:24]. The yield is 0.880. (5) The reactants are [F:1][C:2]1[CH:3]=[C:4](B(O)O)[C:5]([O:8][CH3:9])=[N:6][CH:7]=1.[Br:13][C:14]1[CH:19]=[CH:18][C:17](I)=[CH:16][C:15]=1[O:21][CH3:22].C(=O)([O-])[O-].[K+].[K+]. The catalyst is O1CCOCC1.C1C=CC(P(C2C=CC=CC=2)[C-]2C=CC=C2)=CC=1.C1C=CC(P(C2C=CC=CC=2)[C-]2C=CC=C2)=CC=1.Cl[Pd]Cl.[Fe+2].C(Cl)Cl. The product is [Br:13][C:14]1[CH:19]=[CH:18][C:17]([C:4]2[C:5]([O:8][CH3:9])=[N:6][CH:7]=[C:2]([F:1])[CH:3]=2)=[CH:16][C:15]=1[O:21][CH3:22]. The yield is 0.699. (6) The reactants are [NH2:1][C:2]1[CH:7]=[CH:6][C:5]([OH:8])=[C:4]([F:9])[CH:3]=1.CC(C)([O-])C.[K+].Cl[C:17]1[CH:22]=[CH:21][N:20]=[C:19]2[CH:23]=[C:24]([I:26])[S:25][C:18]=12.O. The product is [F:9][C:4]1[CH:3]=[C:2]([CH:7]=[CH:6][C:5]=1[O:8][C:17]1[CH:22]=[CH:21][N:20]=[C:19]2[CH:23]=[C:24]([I:26])[S:25][C:18]=12)[NH2:1]. The yield is 0.320. The catalyst is CS(C)=O.